This data is from Full USPTO retrosynthesis dataset with 1.9M reactions from patents (1976-2016). The task is: Predict the reactants needed to synthesize the given product. (1) Given the product [CH3:40][C:41]1([CH:47]([C:2]2[C:10]3[C:5](=[N:6][CH:7]=[C:8]([C:11]4[CH:16]=[C:15]([O:17][CH3:18])[C:14]([O:19][CH3:20])=[C:13]([O:21][CH3:22])[CH:12]=4)[N:9]=3)[NH:4][CH:3]=2)[OH:48])[CH2:46][CH2:45][CH2:44][CH2:43][CH2:42]1, predict the reactants needed to synthesize it. The reactants are: I[C:2]1[C:10]2[C:5](=[N:6][CH:7]=[C:8]([C:11]3[CH:16]=[C:15]([O:17][CH3:18])[C:14]([O:19][CH3:20])=[C:13]([O:21][CH3:22])[CH:12]=3)[N:9]=2)[N:4]([Si](C(C)C)(C(C)C)C(C)C)[CH:3]=1.C([Mg]Cl)(C)C.[Li+].[Cl-].[CH3:40][C:41]1([CH:47]=[O:48])[CH2:46][CH2:45][CH2:44][CH2:43][CH2:42]1. (2) Given the product [NH2:30][C:12]1[C:11]([O:10][C:9]2[CH:27]=[CH:28][C:6]([F:5])=[CH:7][CH:8]=2)=[CH:16][C:15]([S:17][C:18]2[N:23]=[CH:22][CH:21]=[CH:20][N:19]=2)=[CH:14][N:13]=1, predict the reactants needed to synthesize it. The reactants are: [OH-].[Na+].BrBr.[F:5][C:6]1[CH:28]=[CH:27][C:9]([O:10][C:11]2[C:12](C(N)=O)=[N:13][CH:14]=[C:15]([S:17][C:18]3[N:23]=[CH:22][CH:21]=[CH:20][N:19]=3)[CH:16]=2)=[CH:8][CH:7]=1.[Cl-].[NH4+:30].